Dataset: Forward reaction prediction with 1.9M reactions from USPTO patents (1976-2016). Task: Predict the product of the given reaction. (1) Given the reactants [F:1][C:2]1[CH:36]=[CH:35][C:5]([CH2:6][C:7]2[CH:16]=[C:15]3[C:10]([C:11]([OH:34])=[C:12]([C:29]([O:31]CC)=O)[C:13](=[O:28])[N:14]3[CH2:17][C:18]3[CH:23]=[CH:22][C:21]([S:24]([CH3:27])(=[O:26])=[O:25])=[CH:20][CH:19]=3)=[N:9][CH:8]=2)=[CH:4][CH:3]=1.[NH2:37][CH2:38][C:39]1[CH:44]=[CH:43][N:42]=[CH:41][CH:40]=1, predict the reaction product. The product is: [F:1][C:2]1[CH:36]=[CH:35][C:5]([CH2:6][C:7]2[CH:16]=[C:15]3[C:10]([C:11]([OH:34])=[C:12]([C:29]([NH:37][CH2:38][C:39]4[CH:44]=[CH:43][N:42]=[CH:41][CH:40]=4)=[O:31])[C:13](=[O:28])[N:14]3[CH2:17][C:18]3[CH:19]=[CH:20][C:21]([S:24]([CH3:27])(=[O:26])=[O:25])=[CH:22][CH:23]=3)=[N:9][CH:8]=2)=[CH:4][CH:3]=1. (2) Given the reactants Br[C:2]1[C:10]2[N:9]3[CH2:11][CH2:12][NH:13][C:14](=[O:15])[C:8]3=[C:7]([CH3:16])[C:6]=2[CH:5]=[C:4]([F:17])[CH:3]=1.[CH3:18][O:19][C:20]1[N:25]=[CH:24][C:23](B(O)O)=[CH:22][CH:21]=1, predict the reaction product. The product is: [F:17][C:4]1[CH:3]=[C:2]([C:23]2[CH:24]=[N:25][C:20]([O:19][CH3:18])=[CH:21][CH:22]=2)[C:10]2[N:9]3[CH2:11][CH2:12][NH:13][C:14](=[O:15])[C:8]3=[C:7]([CH3:16])[C:6]=2[CH:5]=1.